This data is from Full USPTO retrosynthesis dataset with 1.9M reactions from patents (1976-2016). The task is: Predict the reactants needed to synthesize the given product. (1) Given the product [C:1]([NH:5][C:6](=[O:14])[C:7]1[CH:12]=[CH:11][N:10]=[CH:9][C:8]=1[CH2:13][C:22]([C:23]1[CH:28]=[CH:27][N:26]=[C:25]([Cl:29])[CH:24]=1)=[O:21])([CH3:4])([CH3:3])[CH3:2], predict the reactants needed to synthesize it. The reactants are: [C:1]([NH:5][C:6](=[O:14])[C:7]1[CH:12]=[CH:11][N:10]=[CH:9][C:8]=1[CH3:13])([CH3:4])([CH3:3])[CH3:2].[Li]CCCC.C[O:21][C:22](=O)[C:23]1[CH:28]=[CH:27][N:26]=[C:25]([Cl:29])[CH:24]=1. (2) Given the product [Cl:1][C:2]1[C:3]([F:16])=[C:4]([CH:12]=[CH:13][C:14]=1[O:24][C:21]1[CH:22]=[CH:23][C:18]([Cl:17])=[C:19]([C:25]([F:28])([F:26])[F:27])[CH:20]=1)[C:5]([OH:7])=[O:6], predict the reactants needed to synthesize it. The reactants are: [Cl:1][C:2]1[C:3]([F:16])=[C:4]([CH:12]=[CH:13][C:14]=1F)[C:5]([O:7]C(C)(C)C)=[O:6].[Cl:17][C:18]1[CH:23]=[CH:22][C:21]([OH:24])=[CH:20][C:19]=1[C:25]([F:28])([F:27])[F:26].C(=O)([O-])[O-].[K+].[K+].FC(F)(F)C(O)=O. (3) Given the product [C:12]([O:10][CH2:9][CH2:8][CH2:7][CH:6]([CH:1]1[CH2:5][CH2:4][CH2:3][CH2:2]1)[CH3:11])(=[O:15])[CH2:13][CH3:14], predict the reactants needed to synthesize it. The reactants are: [CH:1]1([CH:6]([CH3:11])[CH2:7][CH2:8][CH2:9][OH:10])[CH2:5][CH2:4][CH2:3][CH2:2]1.[C:12](Cl)(=[O:15])[CH2:13][CH3:14]. (4) Given the product [CH2:1]([NH:4][C:5]1[C:14]2[C:9](=[CH:10][CH:11]=[C:12]([N+:15]([O-:17])=[O:16])[CH:13]=2)[N:8]=[C:7]([NH:23][CH2:22][CH2:21][O:20][CH3:19])[N:6]=1)[CH:2]=[CH2:3], predict the reactants needed to synthesize it. The reactants are: [CH2:1]([NH:4][C:5]1[C:14]2[C:9](=[CH:10][CH:11]=[C:12]([N+:15]([O-:17])=[O:16])[CH:13]=2)[N:8]=[C:7](Cl)[N:6]=1)[CH:2]=[CH2:3].[CH3:19][O:20][CH2:21][CH2:22][NH2:23]. (5) Given the product [CH2:3]([O:4][C:5](=[O:7])[CH2:6][N:14]1[CH2:19][CH2:18][O:17][CH2:16][CH2:15]1)[CH3:2], predict the reactants needed to synthesize it. The reactants are: Br[CH2:2][CH2:3][O:4][C:5](=[O:7])[CH3:6].C(=O)([O-])[O-].[K+].[K+].[NH:14]1[CH2:19][CH2:18][O:17][CH2:16][CH2:15]1. (6) Given the product [NH2:34][C:31]1[N:32]=[CH:33][C:28]([C:14]2[CH:15]=[CH:16][C:17]([C:2]3[CH:11]=[CH:10][CH:9]=[CH:8][C:3]=3[O:4][CH2:5][CH2:6][OH:7])=[CH:18][C:13]=2[F:12])=[CH:29][N:30]=1, predict the reactants needed to synthesize it. The reactants are: Br[C:2]1[CH:11]=[CH:10][CH:9]=[CH:8][C:3]=1[O:4][CH2:5][CH2:6][OH:7].[F:12][C:13]1[CH:18]=[C:17](B2OC(C)(C)C(C)(C)O2)[CH:16]=[CH:15][C:14]=1[C:28]1[CH:29]=[N:30][C:31]([NH2:34])=[N:32][CH:33]=1. (7) Given the product [N:21]([C:2]1[N:7]=[CH:6][C:5]([C:8]([NH:10][CH2:11][CH2:12][C:13]2[CH:18]=[CH:17][C:16]([Cl:19])=[CH:15][C:14]=2[Cl:20])=[O:9])=[CH:4][CH:3]=1)=[N+:22]=[N-:23], predict the reactants needed to synthesize it. The reactants are: Cl[C:2]1[N:7]=[CH:6][C:5]([C:8]([NH:10][CH2:11][CH2:12][C:13]2[CH:18]=[CH:17][C:16]([Cl:19])=[CH:15][C:14]=2[Cl:20])=[O:9])=[CH:4][CH:3]=1.[N-:21]=[N+:22]=[N-:23].[Na+].C(OCC)(=O)C. (8) Given the product [C:1]([C:4]1[CH:9]=[CH:8][C:7]([CH:10]([Br:18])[C:11]([O:13][C:14]([CH3:17])([CH3:16])[CH3:15])=[O:12])=[CH:6][CH:5]=1)(=[O:3])[CH3:2], predict the reactants needed to synthesize it. The reactants are: [C:1]([C:4]1[CH:9]=[CH:8][C:7]([CH2:10][C:11]([O:13][C:14]([CH3:17])([CH3:16])[CH3:15])=[O:12])=[CH:6][CH:5]=1)(=[O:3])[CH3:2].[Br:18]N1C(=O)CCC1=O.